Dataset: Reaction yield outcomes from USPTO patents with 853,638 reactions. Task: Predict the reaction yield, written as a fraction of the theoretical maximum amount of product (1.0 means a 100% yield; for example, 0.34 means a 34% yield). (1) The reactants are [CH2:1]([O:8][C:9]1[C:10](=[O:16])[NH:11][CH:12]=[C:13]([Br:15])[CH:14]=1)[C:2]1[CH:7]=[CH:6][CH:5]=[CH:4][CH:3]=1.[C:17]([O-])([O-])=O.[Cs+].[Cs+].IC. The catalyst is CN(C=O)C. The product is [CH2:1]([O:8][C:9]1[C:10](=[O:16])[N:11]([CH3:17])[CH:12]=[C:13]([Br:15])[CH:14]=1)[C:2]1[CH:7]=[CH:6][CH:5]=[CH:4][CH:3]=1. The yield is 0.780. (2) The reactants are [F:1][C:2]1[CH:7]=[CH:6][N:5]=[C:4]2[N:8]([Si:11]([CH:18]([CH3:20])[CH3:19])([CH:15]([CH3:17])[CH3:16])[CH:12]([CH3:14])[CH3:13])[CH:9]=[CH:10][C:3]=12.C([Li])(CC)C.[Br:26]C(Br)(Br)Br. The catalyst is C1COCC1. The product is [Br:26][C:7]1[C:2]([F:1])=[C:3]2[CH:10]=[CH:9][N:8]([Si:11]([CH:15]([CH3:17])[CH3:16])([CH:18]([CH3:20])[CH3:19])[CH:12]([CH3:13])[CH3:14])[C:4]2=[N:5][CH:6]=1. The yield is 0.840.